Task: Predict the reaction yield, written as a fraction of the theoretical maximum amount of product (1.0 means a 100% yield; for example, 0.34 means a 34% yield).. Dataset: Reaction yield outcomes from USPTO patents with 853,638 reactions (1) The product is [Cl:16][C:17]1[C:22]([CH:29]([C:28]2[CH:31]=[CH:32][C:25]([CH2:23][CH3:24])=[CH:26][CH:27]=2)[OH:30])=[N:21][CH:20]=[CH:19][N:18]=1. The reactants are C([Li])CCC.CC1(C)CCCC(C)(C)N1.[Cl:16][C:17]1[CH:22]=[N:21][CH:20]=[CH:19][N:18]=1.[CH2:23]([C:25]1[CH:32]=[CH:31][C:28]([CH:29]=[O:30])=[CH:27][CH:26]=1)[CH3:24].Cl.C(=O)(O)[O-].[Na+]. The catalyst is C1COCC1.C(O)C.CCCCCC. The yield is 0.570. (2) The product is [CH2:1]([O:8][C:9]1[CH:13]=[CH:12][S:11][C:10]=1[C:14]([N:25]([O:26][CH3:27])[CH3:24])=[O:16])[C:2]1[CH:3]=[CH:4][CH:5]=[CH:6][CH:7]=1. The catalyst is C(Cl)Cl.C(OCC)(=O)C.O.CN(C=O)C. The yield is 0.980. The reactants are [CH2:1]([O:8][C:9]1[CH:13]=[CH:12][S:11][C:10]=1[C:14]([OH:16])=O)[C:2]1[CH:7]=[CH:6][CH:5]=[CH:4][CH:3]=1.C(Cl)(=O)C(Cl)=O.Cl.[CH3:24][NH:25][O:26][CH3:27].C([O-])([O-])=O.[K+].[K+].